This data is from Forward reaction prediction with 1.9M reactions from USPTO patents (1976-2016). The task is: Predict the product of the given reaction. (1) Given the reactants [NH2:1][C:2]1[CH:7]=[CH:6][CH:5]=[CH:4][CH:3]=1.[N+]([C:11]1[CH:16]=[CH:15][CH:14]=[CH:13][CH:12]=1)([O-])=O, predict the reaction product. The product is: [C:2]1([NH:1][C:11]2[CH:16]=[CH:15][CH:14]=[CH:13][CH:12]=2)[CH:7]=[CH:6][CH:5]=[CH:4][CH:3]=1. (2) Given the reactants Cl[C:2]1[N:3]=[CH:4][C:5]2[S:10][CH:9]=[C:8]([NH:11][C:12]3[CH:17]=[C:16]([O:18][CH3:19])[C:15]([O:20][CH3:21])=[C:14]([O:22][CH3:23])[CH:13]=3)[C:6]=2[N:7]=1.[O:24]1[CH2:29][CH2:28][N:27]([C:30]2[N:35]=[CH:34][C:33]([NH2:36])=[CH:32][CH:31]=2)[CH2:26][CH2:25]1, predict the reaction product. The product is: [O:24]1[CH2:29][CH2:28][N:27]([C:30]2[N:35]=[CH:34][C:33]([NH:36][C:2]3[N:3]=[CH:4][C:5]4[S:10][CH:9]=[C:8]([NH:11][C:12]5[CH:17]=[C:16]([O:18][CH3:19])[C:15]([O:20][CH3:21])=[C:14]([O:22][CH3:23])[CH:13]=5)[C:6]=4[N:7]=3)=[CH:32][CH:31]=2)[CH2:26][CH2:25]1.